From a dataset of Reaction yield outcomes from USPTO patents with 853,638 reactions. Predict the reaction yield, written as a fraction of the theoretical maximum amount of product (1.0 means a 100% yield; for example, 0.34 means a 34% yield). The reactants are [Cl:1][C:2]1[N:7]=[C:6]([O:8][C:9]2([CH2:12][OH:13])[CH2:11][CH2:10]2)[C:5]([O:14]C)=[C:4]([Cl:16])[N:3]=1.[Cl-].[Li+]. The catalyst is CN(C=O)C. The product is [Cl:1][C:2]1[N:3]=[C:4]([Cl:16])[C:5]([OH:14])=[C:6]([O:8][C:9]2([CH2:12][OH:13])[CH2:10][CH2:11]2)[N:7]=1. The yield is 0.400.